From a dataset of Forward reaction prediction with 1.9M reactions from USPTO patents (1976-2016). Predict the product of the given reaction. (1) The product is: [CH3:12][S:13]([O-:16])(=[O:15])=[O:14].[CH2:2]([N+:6]1[CH:10]=[CH:9][N:8]([CH3:11])[CH:7]=1)[CH2:3][CH2:4][CH3:5]. Given the reactants [Cl-].[CH2:2]([N+:6]1[CH:10]=[CH:9][N:8]([CH3:11])[CH:7]=1)[CH2:3][CH2:4][CH3:5].[CH3:12][S:13]([O:16][Si](C)(C)C)(=[O:15])=[O:14], predict the reaction product. (2) Given the reactants CS(O[CH:6]1[CH2:10][CH2:9][N:8]([C:11]([O:13][C:14]([CH3:17])([CH3:16])[CH3:15])=[O:12])[CH2:7]1)(=O)=O.[NH2:18][C:19]1[S:20][C:21]2[CH:27]=[C:26]([SH:28])[CH:25]=[CH:24][C:22]=2[N:23]=1.C(=O)([O-])[O-].[K+].[K+].[BH4-].[Na+], predict the reaction product. The product is: [NH2:18][C:19]1[S:20][C:21]2[CH:27]=[C:26]([S:28][CH:6]3[CH2:10][CH2:9][N:8]([C:11]([O:13][C:14]([CH3:15])([CH3:16])[CH3:17])=[O:12])[CH2:7]3)[CH:25]=[CH:24][C:22]=2[N:23]=1.